From a dataset of Catalyst prediction with 721,799 reactions and 888 catalyst types from USPTO. Predict which catalyst facilitates the given reaction. (1) Reactant: [C:1]1([CH2:6][OH:7])([CH2:4][OH:5])[CH2:3][CH2:2]1.[O:8]1[CH:13]=[CH:12][CH2:11][CH2:10][CH2:9]1.S([O-])(O)(=O)=O.[Na+].C(=O)([O-])[O-].[Na+].[Na+]. Product: [O:8]1[CH2:13][CH2:12][CH2:11][CH2:10][CH:9]1[O:5][CH2:4][C:1]1([CH2:6][OH:7])[CH2:3][CH2:2]1. The catalyst class is: 11. (2) Reactant: [CH2:1]([N:3]1[CH2:8][CH2:7][CH2:6][CH2:5][C@@H:4]1[CH2:9][O:10][C:11]1[C:19]2[C:18]3[CH:20]=[C:21]([C:24]#[N:25])[N:22]=[CH:23][C:17]=3[N:16](COCC[Si](C)(C)C)[C:15]=2[N:14]=[CH:13][CH:12]=1)[CH3:2].Br.[OH-].[Na+].Cl. Product: [CH2:1]([N:3]1[CH2:8][CH2:7][CH2:6][CH2:5][C@@H:4]1[CH2:9][O:10][C:11]1[C:19]2[C:18]3[CH:20]=[C:21]([C:24]#[N:25])[N:22]=[CH:23][C:17]=3[NH:16][C:15]=2[N:14]=[CH:13][CH:12]=1)[CH3:2]. The catalyst class is: 12. (3) Reactant: CS(C)=O.C(Cl)(=O)C(Cl)=O.[CH2:11]([O:19][CH2:20][CH2:21][N:22]1[CH2:27][CH2:26][CH:25]([CH2:28][OH:29])[CH2:24][CH2:23]1)[CH2:12][C:13]1[CH:18]=[CH:17][CH:16]=[CH:15][CH:14]=1.C(N(CC)CC)C. Product: [CH2:11]([O:19][CH2:20][CH2:21][N:22]1[CH2:27][CH2:26][CH:25]([CH:28]=[O:29])[CH2:24][CH2:23]1)[CH2:12][C:13]1[CH:18]=[CH:17][CH:16]=[CH:15][CH:14]=1. The catalyst class is: 4.